Dataset: Forward reaction prediction with 1.9M reactions from USPTO patents (1976-2016). Task: Predict the product of the given reaction. (1) Given the reactants [Cl-].O[NH3+:3].[C:4](=[O:7])([O-])[OH:5].[Na+].CS(C)=O.[CH3:13][C:14]1[N:48]=[C:17]2[N:18]([CH:41]3[CH2:46][CH2:45][CH:44]([CH3:47])[O:43][CH2:42]3)[C:19](=[O:40])[C:20]([CH2:25][C:26]3[CH:31]=[CH:30][C:29]([C:32]4[C:33]([C:38]#[N:39])=[CH:34][CH:35]=[CH:36][CH:37]=4)=[CH:28][CH:27]=3)=[C:21]([CH2:22][CH2:23][CH3:24])[N:16]2[N:15]=1, predict the reaction product. The product is: [CH3:13][C:14]1[N:48]=[C:17]2[N:18]([CH:41]3[CH2:46][CH2:45][CH:44]([CH3:47])[O:43][CH2:42]3)[C:19](=[O:40])[C:20]([CH2:25][C:26]3[CH:27]=[CH:28][C:29]([C:32]4[CH:37]=[CH:36][CH:35]=[CH:34][C:33]=4[C:38]4[NH:3][C:4](=[O:7])[O:5][N:39]=4)=[CH:30][CH:31]=3)=[C:21]([CH2:22][CH2:23][CH3:24])[N:16]2[N:15]=1. (2) Given the reactants [O:1]1[CH2:6][CH2:5][CH2:4][CH2:3][CH:2]1[O:7][CH:8]1[CH:12]2[O:13][CH2:14][CH:15]([OH:16])[CH:11]2[O:10][CH2:9]1.[N+:17]([O:20][C@@H:21]([CH2:28][O:29][N+:30]([O-:32])=[O:31])[CH2:22][CH2:23][CH2:24][C:25](O)=[O:26])([O-:19])=[O:18].CCN=C=NCCCN(C)C, predict the reaction product. The product is: [N+:17]([O:20][C@@H:21]([CH2:28][O:29][N+:30]([O-:32])=[O:31])[CH2:22][CH2:23][CH2:24][C:25]([O:16][C@H:15]1[CH2:14][O:13][C@@H:12]2[C@@H:8]([O:7][CH:2]3[CH2:3][CH2:4][CH2:5][CH2:6][O:1]3)[CH2:9][O:10][C@H:11]12)=[O:26])([O-:19])=[O:18]. (3) Given the reactants [C:1]([O:5][C:6]([NH:8][C@H:9]([C:35](=[O:59])[NH:36][C@H:37]([CH2:48][C:49]1[CH:54]=[CH:53][C:52]([C:55]([F:58])([F:57])[F:56])=[CH:51][CH:50]=1)[C:38]([O:40]CC1C=CC=CC=1)=[O:39])[CH2:10][CH2:11][C:12](=[O:34])[N:13]([CH2:24][CH2:25][NH:26][C:27]([O:29][C:30]([CH3:33])([CH3:32])[CH3:31])=[O:28])[CH2:14][CH2:15][NH:16][C:17](=[O:23])[O:18][C:19]([CH3:22])([CH3:21])[CH3:20])=[O:7])([CH3:4])([CH3:3])[CH3:2], predict the reaction product. The product is: [C:1]([O:5][C:6]([NH:8][C@H:9]([C:35](=[O:59])[NH:36][C@H:37]([CH2:48][C:49]1[CH:54]=[CH:53][C:52]([C:55]([F:57])([F:58])[F:56])=[CH:51][CH:50]=1)[C:38]([OH:40])=[O:39])[CH2:10][CH2:11][C:12](=[O:34])[N:13]([CH2:24][CH2:25][NH:26][C:27]([O:29][C:30]([CH3:33])([CH3:32])[CH3:31])=[O:28])[CH2:14][CH2:15][NH:16][C:17](=[O:23])[O:18][C:19]([CH3:22])([CH3:21])[CH3:20])=[O:7])([CH3:2])([CH3:3])[CH3:4]. (4) Given the reactants [Cl:1][C:2]1[CH:7]=[CH:6][CH:5]=[CH:4][C:3]=1[C:8]1[N:9]=[C:10]([NH2:13])[S:11][CH:12]=1.[Cl:14][C:15]1[CH:20]=[C:19]([Cl:21])[CH:18]=[C:17]([Cl:22])[C:16]=1[S:23](Cl)(=[O:25])=[O:24], predict the reaction product. The product is: [Cl:14][C:15]1[CH:20]=[C:19]([Cl:21])[CH:18]=[C:17]([Cl:22])[C:16]=1[S:23]([NH:13][C:10]1[S:11][CH:12]=[C:8]([C:3]2[CH:4]=[CH:5][CH:6]=[CH:7][C:2]=2[Cl:1])[N:9]=1)(=[O:25])=[O:24]. (5) Given the reactants [N:1]1([C:6]2[N:10]([C:11]([CH3:14])([CH3:13])[CH3:12])[N:9]=[CH:8][C:7]=2[CH2:15]O)[CH:5]=[CH:4][CH:3]=[CH:2]1.S(Cl)([Cl:19])=O, predict the reaction product. The product is: [Cl:19][CH2:15][C:7]1[CH:8]=[N:9][N:10]([C:11]([CH3:14])([CH3:13])[CH3:12])[C:6]=1[N:1]1[CH:5]=[CH:4][CH:3]=[CH:2]1.